From a dataset of Forward reaction prediction with 1.9M reactions from USPTO patents (1976-2016). Predict the product of the given reaction. Given the reactants C[Si]([N:5]=[C:6]=[O:7])(C)C.[CH3:8][O:9][C:10]1[CH:15]=[CH:14][C:13]([CH3:16])=[CH:12][C:11]=1[NH:17][C:18]([NH:20][C:21]1[CH:26]=[CH:25][C:24]([N:27]2[CH2:32][CH2:31][NH:30][CH2:29][CH2:28]2)=[CH:23][CH:22]=1)=[O:19].CO, predict the reaction product. The product is: [CH3:8][O:9][C:10]1[CH:15]=[CH:14][C:13]([CH3:16])=[CH:12][C:11]=1[NH:17][C:18](=[O:19])[NH:20][C:21]1[CH:26]=[CH:25][C:24]([N:27]2[CH2:28][CH2:29][N:30]([C:6]([NH2:5])=[O:7])[CH2:31][CH2:32]2)=[CH:23][CH:22]=1.